Dataset: Forward reaction prediction with 1.9M reactions from USPTO patents (1976-2016). Task: Predict the product of the given reaction. (1) Given the reactants [Cl:1][C:2]1[CH:7]=[CH:6][C:5]([C:8]2([CH:12]([C:22]3[CH:27]=[CH:26][CH:25]=[C:24]([CH:28]=O)[CH:23]=3)[CH2:13][NH:14][C:15](=[O:21])[O:16][C:17]([CH3:20])([CH3:19])[CH3:18])[CH2:11][CH2:10][CH2:9]2)=[CH:4][CH:3]=1.[CH3:30][NH2:31].C(O[BH-](OC(=O)C)OC(=O)C)(=O)C.[Na+], predict the reaction product. The product is: [Cl:1][C:2]1[CH:7]=[CH:6][C:5]([C:8]2([CH:12]([C:22]3[CH:27]=[CH:26][CH:25]=[C:24]([CH2:28][NH:31][CH3:30])[CH:23]=3)[CH2:13][NH:14][C:15](=[O:21])[O:16][C:17]([CH3:19])([CH3:18])[CH3:20])[CH2:11][CH2:10][CH2:9]2)=[CH:4][CH:3]=1. (2) Given the reactants [CH:1]1([C:7]2[C:15]3[C:14](=[O:16])[NH:13][C:12]([C:17]4[CH:22]=[CH:21][C:20]([S:23](Cl)(=[O:25])=[O:24])=[CH:19][C:18]=4[O:27][CH3:28])=[N:11][C:10]=3[N:9]([CH2:29][CH3:30])[N:8]=2)[CH2:6][CH2:5][CH2:4][CH2:3][CH2:2]1.[OH:31][CH:32]1[CH2:37][CH2:36][NH:35][CH2:34][CH2:33]1, predict the reaction product. The product is: [CH:1]1([C:7]2[C:15]3[C:14](=[O:16])[NH:13][C:12]([C:17]4[CH:22]=[CH:21][C:20]([S:23]([N:35]5[CH2:36][CH2:37][CH:32]([OH:31])[CH2:33][CH2:34]5)(=[O:25])=[O:24])=[CH:19][C:18]=4[O:27][CH3:28])=[N:11][C:10]=3[N:9]([CH2:29][CH3:30])[N:8]=2)[CH2:6][CH2:5][CH2:4][CH2:3][CH2:2]1. (3) Given the reactants [CH2:1]([N:8]1[CH2:13][CH2:12][N:11]([C:14]2([C:27]#N)[CH2:19][CH2:18][N:17]([C:20]([O:22][C:23]([CH3:26])([CH3:25])[CH3:24])=[O:21])[CH2:16][CH2:15]2)[CH2:10][C@@H:9]1[CH3:29])[C:2]1[CH:7]=[CH:6][CH:5]=[CH:4][CH:3]=1.[C:30](=O)=O.C(#N)C.C[Mg]Br.C(OCC)(=O)C, predict the reaction product. The product is: [CH2:1]([N:8]1[CH2:13][CH2:12][N:11]([C:14]2([CH3:27])[CH2:15][CH2:16][N:17]([C:20]([O:22][C:23]([CH3:25])([CH3:24])[CH3:26])=[O:21])[CH2:18][CH2:19]2)[CH2:10][C@@H:9]1[CH2:29][CH3:30])[C:2]1[CH:7]=[CH:6][CH:5]=[CH:4][CH:3]=1. (4) Given the reactants [N:1]1([CH2:10][CH2:11][C@@H:12]2[CH2:17][N:16]([C:18]([O:20][CH2:21][C:22]3[CH:27]=[CH:26][CH:25]=[CH:24][CH:23]=3)=[O:19])[CH2:15][CH2:14][N:13]2C(OC(C)(C)C)=O)[C:9]2[C:4](=[CH:5][CH:6]=[CH:7][CH:8]=2)[CH:3]=[N:2]1.C(O)(C(F)(F)F)=O, predict the reaction product. The product is: [N:1]1([CH2:10][CH2:11][C@H:12]2[NH:13][CH2:14][CH2:15][N:16]([C:18]([O:20][CH2:21][C:22]3[CH:27]=[CH:26][CH:25]=[CH:24][CH:23]=3)=[O:19])[CH2:17]2)[C:9]2[C:4](=[CH:5][CH:6]=[CH:7][CH:8]=2)[CH:3]=[N:2]1. (5) Given the reactants [F:1][C:2]1[CH:7]=[CH:6][C:5]([O:8][CH3:9])=[C:4]([N:10]=[C:11]=[O:12])[CH:3]=1.[NH3:13], predict the reaction product. The product is: [F:1][C:2]1[CH:7]=[CH:6][C:5]([O:8][CH3:9])=[C:4]([NH:10][C:11]([NH2:13])=[O:12])[CH:3]=1. (6) Given the reactants [OH-].[Na+].[CH3:3][O:4][C:5]1[CH:6]=[C:7]([C:15]([O:17][CH3:18])=[O:16])[CH:8]=[C:9]([CH:14]=1)[C:10]([O:12]C)=[O:11], predict the reaction product. The product is: [CH3:3][O:4][C:5]1[CH:14]=[C:9]([CH:8]=[C:7]([C:15]([O:17][CH3:18])=[O:16])[CH:6]=1)[C:10]([OH:12])=[O:11]. (7) Given the reactants [Cl:1][C:2]1[CH:20]=[C:19]([Cl:21])[CH:18]=[C:17](F)[C:3]=1[C:4]([NH:6][C:7]1[CH:12]=[CH:11][CH:10]=[C:9]([S:13](=[O:16])(=[O:15])[NH2:14])[CH:8]=1)=[O:5].[F:23][C:24]1[CH:29]=[CH:28][C:27]([OH:30])=[C:26]([O:31][CH3:32])[CH:25]=1.C([O-])([O-])=O.[Cs+].[Cs+], predict the reaction product. The product is: [Cl:1][C:2]1[CH:20]=[C:19]([Cl:21])[CH:18]=[C:17]([O:30][C:27]2[CH:28]=[CH:29][C:24]([F:23])=[CH:25][C:26]=2[O:31][CH3:32])[C:3]=1[C:4]([NH:6][C:7]1[CH:12]=[CH:11][CH:10]=[C:9]([S:13](=[O:16])(=[O:15])[NH2:14])[CH:8]=1)=[O:5]. (8) Given the reactants [CH:1]12[NH:7][CH:6]1[CH2:5][CH2:4][CH2:3][CH2:2]2.C(N(CC)CC)C.[F:15][C:16]1[CH:17]=[C:18]([CH:22]=[C:23]([F:29])[C:24]=1[O:25][CH2:26][C:27]#[CH:28])[C:19](Cl)=[O:20], predict the reaction product. The product is: [F:15][C:16]1[CH:17]=[C:18]([CH:22]=[C:23]([F:29])[C:24]=1[O:25][CH2:26][C:27]#[CH:28])[C:19]([N:7]1[CH:6]2[CH:1]1[CH2:2][CH2:3][CH2:4][CH2:5]2)=[O:20]. (9) Given the reactants [CH2:1]([O:5][C:6]1[CH:14]=[CH:13][C:9]2[O:10][CH2:11][O:12][C:8]=2[C:7]=1[C:15]1[C:16]2[NH:23][CH:22]=[C:21]([C:24]([OH:26])=O)[C:17]=2[N:18]=[CH:19][N:20]=1)[CH2:2][CH2:3][CH3:4].[C:27]([O:31][C:32]([N:34]1[CH2:39][CH2:38][CH:37]([NH2:40])[CH2:36][CH2:35]1)=[O:33])([CH3:30])([CH3:29])[CH3:28], predict the reaction product. The product is: [C:27]([O:31][C:32]([N:34]1[CH2:39][CH2:38][CH:37]([NH:40][C:24]([C:21]2[C:17]3[N:18]=[CH:19][N:20]=[C:15]([C:7]4[C:8]5[O:12][CH2:11][O:10][C:9]=5[CH:13]=[CH:14][C:6]=4[O:5][CH2:1][CH2:2][CH2:3][CH3:4])[C:16]=3[NH:23][CH:22]=2)=[O:26])[CH2:36][CH2:35]1)=[O:33])([CH3:30])([CH3:28])[CH3:29].